From a dataset of Full USPTO retrosynthesis dataset with 1.9M reactions from patents (1976-2016). Predict the reactants needed to synthesize the given product. (1) The reactants are: [Br:1][C:2]1[C:6]2[C:7](=O)[NH:8][CH:9]=[CH:10][C:5]=2[S:4][CH:3]=1.P(Cl)(Cl)([Cl:14])=O. Given the product [Br:1][C:2]1[C:6]2[C:7]([Cl:14])=[N:8][CH:9]=[CH:10][C:5]=2[S:4][CH:3]=1, predict the reactants needed to synthesize it. (2) Given the product [CH3:1][O:2][CH2:3][CH2:4][CH2:5][CH2:6][C:7]1[N:11]2[CH:12]=[CH:13][CH:14]=[CH:15][C:10]2=[N:9][C:8]=1[C:16]([O:18][CH2:19][CH3:20])=[O:17], predict the reactants needed to synthesize it. The reactants are: [CH3:1][O:2][CH2:3][CH2:4]/[CH:5]=[CH:6]/[C:7]1[N:11]2[CH:12]=[CH:13][CH:14]=[CH:15][C:10]2=[N:9][C:8]=1[C:16]([O:18][CH2:19][CH3:20])=[O:17].C1(SC2C=CC=CC=2)C=CC=CC=1.[H][H]. (3) Given the product [C:6]([C:8]1[CH:9]=[C:10]([O:14][NH2:15])[CH:11]=[CH:12][CH:13]=1)([OH:7])=[O:5], predict the reactants needed to synthesize it. The reactants are: O[Li].O.C[O:5][C:6]([C:8]1[CH:9]=[C:10]([O:14][NH2:15])[CH:11]=[CH:12][CH:13]=1)=[O:7].C1COCC1.CO.O.Cl. (4) Given the product [N:8]1[CH:9]=[CH:10][CH:11]=[CH:12][C:7]=1[CH2:6][O:5][CH:4]([CH3:13])[CH:3]=[O:2], predict the reactants needed to synthesize it. The reactants are: C[O:2][CH:3](OC)[CH:4]([CH3:13])[O:5][CH2:6][C:7]1[CH:12]=[CH:11][CH:10]=[CH:9][N:8]=1.O.S(=O)(=O)(O)O. (5) Given the product [Cl:8][C:6]1[N:7]=[C:2]([NH:24][CH:23]([C:20]2[CH:21]=[CH:22][C:17]([F:16])=[CH:18][CH:19]=2)[C:25]2[N:26]([CH3:30])[CH:27]=[CH:28][N:29]=2)[N:3]=[C:4]([NH:9][C:10]2[N:11]=[CH:12][N:13]([CH3:15])[CH:14]=2)[N:5]=1, predict the reactants needed to synthesize it. The reactants are: Cl[C:2]1[N:7]=[C:6]([Cl:8])[N:5]=[C:4]([NH:9][C:10]2[N:11]=[CH:12][N:13]([CH3:15])[CH:14]=2)[N:3]=1.[F:16][C:17]1[CH:22]=[CH:21][C:20]([CH:23]([C:25]2[N:26]([CH3:30])[CH:27]=[CH:28][N:29]=2)[NH2:24])=[CH:19][CH:18]=1.CCN(C(C)C)C(C)C. (6) Given the product [CH3:2][N:3]1[C:11](=[O:12])[C:10]([CH2:21][CH:22]=[CH2:23])([CH2:7][CH:8]=[CH2:9])[C:16](=[O:17])[NH:6][C:4]1=[O:5], predict the reactants needed to synthesize it. The reactants are: [Na].[CH3:2][NH:3][C:4]([NH2:6])=[O:5].[CH2:7]([C:10]([CH2:21][CH:22]=[CH2:23])([C:16](OCC)=[O:17])[C:11](OCC)=[O:12])[CH:8]=[CH2:9]. (7) Given the product [Br:4][C:5]1[CH:10]=[N:9][C:8]([O:2][CH3:1])=[C:7]2[NH:12][N:13]=[CH:14][C:6]=12, predict the reactants needed to synthesize it. The reactants are: [CH3:1][O-:2].[Na+].[Br:4][C:5]1[CH:10]=[N:9][C:8](Cl)=[C:7]2[NH:12][N:13]=[CH:14][C:6]=12.[Cl-].[NH4+]. (8) Given the product [CH:19]1[C:31]2[CH:30]([CH2:32][O:33][C:34]([NH:1][CH:2]3[CH2:8][CH2:7][CH2:6][CH2:5][N:4]([CH2:9][C:10]([OH:12])=[O:11])[C:3]3=[O:13])=[O:35])[C:29]3[C:24](=[CH:25][CH:26]=[CH:27][CH:28]=3)[C:23]=2[CH:22]=[CH:21][CH:20]=1, predict the reactants needed to synthesize it. The reactants are: [NH2:1][CH:2]1[CH2:8][CH2:7][CH2:6][CH2:5][N:4]([CH2:9][C:10]([OH:12])=[O:11])[C:3]1=[O:13].C(=O)([O-])O.[Na+].[CH:19]1[C:31]2[CH:30]([CH2:32][O:33][C:34](ON3C(=O)CCC3=O)=[O:35])[C:29]3[C:24](=[CH:25][CH:26]=[CH:27][CH:28]=3)[C:23]=2[CH:22]=[CH:21][CH:20]=1.CCOCC. (9) Given the product [CH3:28][C:13]1[N:14]([S:18]([C:21]2[CH:26]=[CH:25][CH:24]=[CH:23][CH:22]=2)(=[O:20])=[O:19])[C:15]2[C:11]([CH:12]=1)=[CH:10][C:9]([O:8][CH2:7][C:1]1[CH:2]=[CH:3][CH:4]=[CH:5][CH:6]=1)=[CH:17][CH:16]=2, predict the reactants needed to synthesize it. The reactants are: [C:1]1([CH2:7][O:8][C:9]2[CH:10]=[C:11]3[C:15](=[CH:16][CH:17]=2)[N:14]([S:18]([C:21]2[CH:26]=[CH:25][CH:24]=[CH:23][CH:22]=2)(=[O:20])=[O:19])[CH:13]=[CH:12]3)[CH:6]=[CH:5][CH:4]=[CH:3][CH:2]=1.[Li][CH2:28]CCC.CI. (10) Given the product [Cl:16][C:17]1[CH:18]=[C:19]([C:2]2[C:11]3[C:6](=[CH:7][C:8]([C:13]#[N:14])=[C:9]([F:12])[CH:10]=3)[C:5]([CH3:15])=[CH:4][N:3]=2)[CH:20]=[N:21][C:22]=1[O:23][CH2:24][CH:25]([CH3:27])[CH3:26], predict the reactants needed to synthesize it. The reactants are: Cl[C:2]1[C:11]2[C:6](=[CH:7][C:8]([C:13]#[N:14])=[C:9]([F:12])[CH:10]=2)[C:5]([CH3:15])=[CH:4][N:3]=1.[Cl:16][C:17]1[CH:18]=[C:19](C2C3C(=CC(C#N)=C(F)C=3)C=CN=2)[CH:20]=[N:21][C:22]=1[O:23][CH2:24][CH:25]([CH3:27])[CH3:26].C([O-])([O-])=O.[Cs+].[Cs+].